Dataset: Peptide-MHC class II binding affinity with 134,281 pairs from IEDB. Task: Regression. Given a peptide amino acid sequence and an MHC pseudo amino acid sequence, predict their binding affinity value. This is MHC class II binding data. (1) The peptide sequence is APADDKFTVFEAAFN. The MHC is DRB1_0101 with pseudo-sequence DRB1_0101. The binding affinity (normalized) is 0.362. (2) The peptide sequence is KLKFNSVIVNPSLNG. The MHC is DRB5_0101 with pseudo-sequence DRB5_0101. The binding affinity (normalized) is 0.607.